This data is from Full USPTO retrosynthesis dataset with 1.9M reactions from patents (1976-2016). The task is: Predict the reactants needed to synthesize the given product. (1) Given the product [F:11][C:12]([F:21])([F:22])[CH:13]([CH3:20])[CH:14]([C:24]1[CH:29]=[CH:28][C:27]([CH3:30])=[CH:26][CH:25]=1)[C:15]([O:17][CH2:18][CH3:19])=[O:16], predict the reactants needed to synthesize it. The reactants are: C[Si](C)(C)[N-][Si](C)(C)C.[Li+].[F:11][C:12]([F:22])([F:21])[CH:13]([CH3:20])[CH2:14][C:15]([O:17][CH2:18][CH3:19])=[O:16].Br[C:24]1[CH:29]=[CH:28][C:27]([CH3:30])=[CH:26][CH:25]=1.C1CCCCC1.ClCCl. (2) Given the product [N:9]([C@H:6]1[C@@H:5]([CH2:12][O:13][CH2:14][C:15]2[CH:20]=[CH:19][C:18]([O:21][CH3:22])=[CH:17][CH:16]=2)[O:4][CH2:3][C@H:2]([CH2:34][C:30]2[CH:31]=[CH:32][CH:24]=[C:25]([C:26]([OH:28])=[O:27])[CH:29]=2)[C@H:7]1[OH:8])=[N+:10]=[N-:11], predict the reactants needed to synthesize it. The reactants are: N[C@@H:2]1[C@@H:7]([OH:8])[C@@H:6]([N:9]=[N+:10]=[N-:11])[C@@H:5]([CH2:12][O:13][CH2:14][C:15]2[CH:20]=[CH:19][C:18]([O:21][CH3:22])=[CH:17][CH:16]=2)[O:4][CH2:3]1.C1(=O)[O:28][C:26](=[O:27])[C:25]2=[CH:29][CH:30]=[CH:31][CH:32]=[C:24]12.[CH3:34]O.